From a dataset of Forward reaction prediction with 1.9M reactions from USPTO patents (1976-2016). Predict the product of the given reaction. (1) The product is: [CH3:24][C:19]1[C:18]([C:10]2[N:11]([S:29]([N:28]([CH3:33])[CH3:27])(=[O:31])=[O:30])[C:12]3[C:17]([C:9]=2[C:6]2[CH:5]=[CH:4][C:3]([O:2][CH3:1])=[CH:8][CH:7]=2)=[CH:16][CH:15]=[CH:14][CH:13]=3)=[C:22]([CH3:23])[O:21][N:20]=1. Given the reactants [CH3:1][O:2][C:3]1[CH:8]=[CH:7][C:6]([C:9]2[C:17]3[C:12](=[CH:13][CH:14]=[CH:15][CH:16]=3)[NH:11][C:10]=2[C:18]2[C:19]([CH3:24])=[N:20][O:21][C:22]=2[CH3:23])=[CH:5][CH:4]=1.[H-].[Na+].[CH3:27][N:28]([CH3:33])[S:29](Cl)(=[O:31])=[O:30].O, predict the reaction product. (2) Given the reactants [C:1]([C:5]1[CH:10]=[CH:9][CH:8]=[CH:7][C:6]=1[OH:11])([CH3:4])([CH3:3])[CH3:2].[Br-:12].[Br-].[Br-].C([N+](CCCC)(CCCC)CCCC)CCC.C([N+](CCCC)(CCCC)CCCC)CCC.C([N+](CCCC)(CCCC)CCCC)CCC, predict the reaction product. The product is: [Br:12][C:9]1[CH:8]=[CH:7][C:6]([OH:11])=[C:5]([C:1]([CH3:4])([CH3:2])[CH3:3])[CH:10]=1. (3) Given the reactants [C:1]1([C:23]2[CH:28]=[CH:27][CH:26]=[CH:25][CH:24]=2)[CH:6]=[CH:5][C:4]([CH2:7][C@@H:8]([NH:15][C:16]([O:18][C:19]([CH3:22])([CH3:21])[CH3:20])=[O:17])[CH2:9][C:10](=[CH2:14])[C:11]([OH:13])=[O:12])=[CH:3][CH:2]=1.C(=O)([O-])[O-].[CH2:33](I)[CH3:34].C(OC(C)C)(=O)C, predict the reaction product. The product is: [CH2:33]([O:12][C:11](=[O:13])[C:10](=[CH2:14])[CH2:9][C@H:8]([NH:15][C:16]([O:18][C:19]([CH3:22])([CH3:21])[CH3:20])=[O:17])[CH2:7][C:4]1[CH:3]=[CH:2][C:1]([C:23]2[CH:24]=[CH:25][CH:26]=[CH:27][CH:28]=2)=[CH:6][CH:5]=1)[CH3:34].[C:1]1([C:23]2[CH:24]=[CH:25][CH:26]=[CH:27][CH:28]=2)[CH:2]=[CH:3][C:4]([CH2:7][C@@H:8]([NH:15][C:16]([O:18][C:19]([CH3:22])([CH3:21])[CH3:20])=[O:17])[CH2:9][C:10](=[CH2:14])[C:11]([OH:13])=[O:12])=[CH:5][CH:6]=1. (4) Given the reactants [N+:1]([C:4]1[CH:9]=[CH:8][CH:7]=[CH:6][C:5]=1[OH:10])([O-:3])=[O:2].[H-].[Na+].Br[CH2:14][CH2:15][CH2:16][O:17][Si:18]([C:21]([CH3:24])([CH3:23])[CH3:22])([CH3:20])[CH3:19].C(=O)([O-])[O-].[K+].[K+].C(O)(=O)CC(CC(O)=O)(C(O)=O)O, predict the reaction product. The product is: [C:21]([Si:18]([CH3:20])([CH3:19])[O:17][CH2:16][CH2:15][CH2:14][O:10][C:5]1[CH:6]=[CH:7][CH:8]=[CH:9][C:4]=1[N+:1]([O-:3])=[O:2])([CH3:24])([CH3:23])[CH3:22]. (5) Given the reactants [CH3:1][O:2][C:3]1[CH:4]=[CH:5][C:6]([N+:12]([O-])=O)=[C:7]([CH:11]=1)[C:8]([NH2:10])=[O:9], predict the reaction product. The product is: [NH2:12][C:6]1[CH:5]=[CH:4][C:3]([O:2][CH3:1])=[CH:11][C:7]=1[C:8]([NH2:10])=[O:9].